Dataset: Full USPTO retrosynthesis dataset with 1.9M reactions from patents (1976-2016). Task: Predict the reactants needed to synthesize the given product. (1) Given the product [CH3:1][C:2]1[CH:14]=[CH:13][C:12]2[NH:11][C:10]3[C:5]([C:4]=2[CH:3]=1)=[CH:6][CH:7]=[CH:8][CH:9]=3, predict the reactants needed to synthesize it. The reactants are: [CH3:1][C:2]1[CH:3]=[C:4]2[C:12](=[CH:13][CH:14]=1)[NH:11][C:10]1[CH2:9][CH2:8][CH2:7][CH2:6][C:5]2=1. (2) Given the product [ClH:26].[O:8]1[C:4]2[CH:3]=[C:2]([CH:18]([N:17]([CH3:25])[CH3:16])[CH:19]([CH3:24])[CH:20]([OH:23])[CH2:21][CH3:22])[CH:10]=[CH:9][C:5]=2[CH:6]=[CH:7]1, predict the reactants needed to synthesize it. The reactants are: Br[C:2]1[CH:10]=[CH:9][C:5]2[CH:6]=[CH:7][O:8][C:4]=2[CH:3]=1.BrCCBr.[Mg].[CH3:16][N:17]([CH3:25])[CH2:18][CH:19]([CH3:24])[C:20](=[O:23])[CH2:21][CH3:22].[Cl-:26].[NH4+]. (3) Given the product [CH2:1]([O:3][C:4]([C:6]1[CH:7]=[C:8]2[C:13](=[C:14]([CH2:16][N:25]([CH:22]3[CH2:24][CH2:23]3)[CH:36]([CH3:38])[CH3:37])[CH:15]=1)[O:12][C:11]([CH3:19])([CH3:18])[CH2:10][C:9]2([CH3:21])[CH3:20])=[O:5])[CH3:2], predict the reactants needed to synthesize it. The reactants are: [CH2:1]([O:3][C:4]([C:6]1[CH:7]=[C:8]2[C:13](=[C:14]([CH:16]=O)[CH:15]=1)[O:12][C:11]([CH3:19])([CH3:18])[CH2:10][C:9]2([CH3:21])[CH3:20])=[O:5])[CH3:2].[CH:22]1([NH2:25])[CH2:24][CH2:23]1.C([BH3-])#N.[Na+].C(=O)([O-])[O-].[K+].[K+].[CH:36](I)([CH3:38])[CH3:37].